Dataset: Reaction yield outcomes from USPTO patents with 853,638 reactions. Task: Predict the reaction yield, written as a fraction of the theoretical maximum amount of product (1.0 means a 100% yield; for example, 0.34 means a 34% yield). (1) The reactants are [F:1][CH:2]1[CH:7]([CH2:8][C:9]([O:11][CH2:12][CH3:13])=[O:10])[CH2:6][CH2:5][N:4]([CH2:14][CH2:15][N:16](C(OC(C)(C)C)=O)[CH3:17])[CH2:3]1.C(O)(C(F)(F)F)=O. The catalyst is C(Cl)Cl. The product is [F:1][CH:2]1[CH:7]([CH2:8][C:9]([O:11][CH2:12][CH3:13])=[O:10])[CH2:6][CH2:5][N:4]([CH2:14][CH2:15][NH:16][CH3:17])[CH2:3]1. The yield is 0.700. (2) The reactants are [O:1]=[C:2]([CH2:10][CH2:11][CH2:12][CH2:13][C:14]1[CH:23]=[CH:22][C:21]2[CH2:20][CH2:19][CH2:18][NH:17][C:16]=2[N:15]=1)[CH2:3]P(=O)(OC)OC.[F:24][C:25]([F:39])([F:38])[C:26]1[CH:35]=[C:34]2[C:29]([CH:30]=[C:31]([CH:36]=O)[CH:32]=[N:33]2)=[CH:28][CH:27]=1.[Li+].[Cl-].C1CCN2C(=NCCC2)CC1. The catalyst is CC#N. The product is [N:15]1[C:16]2[NH:17][CH2:18][CH2:19][CH2:20][C:21]=2[CH:22]=[CH:23][C:14]=1[CH2:13][CH2:12][CH2:11][CH2:10][C:2](=[O:1])/[CH:3]=[CH:36]/[C:31]1[CH:32]=[N:33][C:34]2[C:29]([CH:30]=1)=[CH:28][CH:27]=[C:26]([C:25]([F:39])([F:24])[F:38])[CH:35]=2. The yield is 0.880. (3) The reactants are [F:1][C:2]([F:23])([F:22])[C:3]1[CH:4]=[C:5]([NH:9][C:10]2[O:14][C:13]([C:15]3[CH:20]=[CH:19][C:18]([OH:21])=[CH:17][CH:16]=3)=[N:12][N:11]=2)[CH:6]=[CH:7][CH:8]=1.C[Si]([N-][Si](C)(C)C)(C)C.[K+].Br[C:35]1[CH:36]=[N:37][CH:38]=[N:39][CH:40]=1.C([O-])([O-])=O.[K+].[K+]. The catalyst is CN(C=O)C.CO. The product is [N:37]1[CH:36]=[C:35]([O:21][C:18]2[CH:19]=[CH:20][C:15]([C:13]3[O:14][C:10]([NH:9][C:5]4[CH:6]=[CH:7][CH:8]=[C:3]([C:2]([F:22])([F:1])[F:23])[CH:4]=4)=[N:11][N:12]=3)=[CH:16][CH:17]=2)[CH:40]=[N:39][CH:38]=1. The yield is 0.435.